From a dataset of Forward reaction prediction with 1.9M reactions from USPTO patents (1976-2016). Predict the product of the given reaction. (1) Given the reactants [F:1][C:2]1[CH:10]=[C:9]([N+:11]([O-:13])=[O:12])[CH:8]=[CH:7][C:3]=1[C:4]([OH:6])=[O:5].S(=O)(=O)(O)O.[CH2:19](O)[CH3:20], predict the reaction product. The product is: [CH2:19]([O:5][C:4](=[O:6])[C:3]1[CH:7]=[CH:8][C:9]([N+:11]([O-:13])=[O:12])=[CH:10][C:2]=1[F:1])[CH3:20]. (2) Given the reactants [Cl:1][C:2]1[C:34]([CH3:35])=[CH:33][C:5]([O:6][CH2:7][CH2:8][CH2:9][C:10]2[C:18]3[C:13](=[C:14]([C:19]4[C:20]([CH3:26])=[N:21][N:22]([CH3:25])[C:23]=4[CH3:24])[CH:15]=[CH:16][CH:17]=3)[N:12]([CH2:27][CH2:28][C:29](O)=[O:30])[C:11]=2[CH3:32])=[CH:4][C:3]=1[CH3:36].[O:37]([C:44]1[CH:49]=[CH:48][C:47]([S:50]([NH2:53])(=[O:52])=[O:51])=[CH:46][CH:45]=1)[C:38]1[CH:43]=[CH:42][CH:41]=[CH:40][CH:39]=1, predict the reaction product. The product is: [Cl:1][C:2]1[C:34]([CH3:35])=[CH:33][C:5]([O:6][CH2:7][CH2:8][CH2:9][C:10]2[C:18]3[C:13](=[C:14]([C:19]4[C:20]([CH3:26])=[N:21][N:22]([CH3:25])[C:23]=4[CH3:24])[CH:15]=[CH:16][CH:17]=3)[N:12]([CH2:27][CH2:28][C:29]([NH:53][S:50]([C:47]3[CH:48]=[CH:49][C:44]([O:37][C:38]4[CH:39]=[CH:40][CH:41]=[CH:42][CH:43]=4)=[CH:45][CH:46]=3)(=[O:51])=[O:52])=[O:30])[C:11]=2[CH3:32])=[CH:4][C:3]=1[CH3:36]. (3) Given the reactants Cl[CH2:2][C:3]([C:5]1[CH:6]=[C:7]2[C:12](=[CH:13][CH:14]=1)[NH:11][C:10](=[O:15])[CH2:9][CH2:8]2)=[O:4].[OH:16][C:17]1([C:23]2[S:24][CH:25]=[CH:26][C:27]=2[CH3:28])[CH2:22][CH2:21][NH:20][CH2:19][CH2:18]1.C(N(CC)CC)C, predict the reaction product. The product is: [OH:16][C:17]1([C:23]2[S:24][CH:25]=[CH:26][C:27]=2[CH3:28])[CH2:18][CH2:19][N:20]([CH2:2][C:3]([C:5]2[CH:6]=[C:7]3[C:12](=[CH:13][CH:14]=2)[NH:11][C:10](=[O:15])[CH2:9][CH2:8]3)=[O:4])[CH2:21][CH2:22]1. (4) Given the reactants Br[C:2]1[C:10]2[CH2:9][CH2:8][CH:7]([OH:11])[C:6]=2[CH:5]=[N:4][CH:3]=1.[CH3:12][O:13][C:14]([C:16]1[C:25]2[O:24][CH:23]=[C:22](Br)[O:21][C:20]=2[CH:19]=[CH:18][CH:17]=1)=[O:15], predict the reaction product. The product is: [CH3:12][O:13][C:14]([C:16]1[C:25]2[O:24][CH:23]=[C:22]([C:2]3[C:10]4[CH2:9][CH2:8][CH:7]([OH:11])[C:6]=4[CH:5]=[N:4][CH:3]=3)[O:21][C:20]=2[CH:19]=[CH:18][CH:17]=1)=[O:15]. (5) The product is: [C:23]([N:30]1[CH2:3][CH2:2][CH:1]([NH:6][C:7]2[CH:8]=[C:9]([CH3:22])[CH:10]=[C:11]3[C:15]=2[NH:14][C:13]([C:16]2[CH:17]=[CH:18][CH:19]=[CH:20][CH:21]=2)=[CH:12]3)[CH2:5][CH2:4]1)([O:25][C:26]([CH3:29])([CH3:28])[CH3:27])=[O:24]. Given the reactants [CH:1]1([NH:6][C:7]2[CH:8]=[C:9]([CH3:22])[CH:10]=[C:11]3[C:15]=2[NH:14][C:13]([C:16]2[CH:21]=[CH:20][CH:19]=[CH:18][CH:17]=2)=[CH:12]3)[CH2:5][CH2:4][CH2:3][CH2:2]1.[C:23]([N:30]1CCCCC1=O)([O:25][C:26]([CH3:29])([CH3:28])[CH3:27])=[O:24], predict the reaction product. (6) Given the reactants [NH:1]1[CH2:5][CH2:4][C@@H:3]([CH2:6][OH:7])[CH2:2]1.Cl[C:9]1[C:18]2[C:13](=[N:14][CH:15]=[CH:16][N:17]=2)[CH:12]=[C:11]([Cl:19])[N:10]=1, predict the reaction product. The product is: [Cl:19][C:11]1[N:10]=[C:9]([N:1]2[CH2:5][CH2:4][C@@H:3]([CH2:6][OH:7])[CH2:2]2)[C:18]2[C:13](=[N:14][CH:15]=[CH:16][N:17]=2)[CH:12]=1. (7) Given the reactants Br[C:2]1[CH:3]=[N:4][C:5](=[O:11])[N:6]([CH2:8][CH2:9][OH:10])[CH:7]=1.[C:12]1(B(O)O)[CH:17]=[CH:16][CH:15]=[CH:14][CH:13]=1.C(=O)([O-])[O-].[Na+].[Na+], predict the reaction product. The product is: [OH:10][CH2:9][CH2:8][N:6]1[CH:7]=[C:2]([C:12]2[CH:17]=[CH:16][CH:15]=[CH:14][CH:13]=2)[CH:3]=[N:4][C:5]1=[O:11].